From a dataset of Forward reaction prediction with 1.9M reactions from USPTO patents (1976-2016). Predict the product of the given reaction. (1) Given the reactants [OH-].[K+].C([O:5][C:6]([CH:8]1[CH2:13][CH2:12][CH:11]([C:14]2[CH:15]=[C:16]3[C:21](=[C:22]([C:24]4[CH:29]=[CH:28][CH:27]=[C:26]([O:30][C:31]([F:34])([F:33])[F:32])[CH:25]=4)[N:23]=2)[N:20]=[CH:19][CH:18]=[CH:17]3)[CH2:10][CH2:9]1)=[O:7])C.Cl, predict the reaction product. The product is: [F:34][C:31]([F:32])([F:33])[O:30][C:26]1[CH:25]=[C:24]([C:22]2[N:23]=[C:14]([CH:11]3[CH2:10][CH2:9][CH:8]([C:6]([OH:7])=[O:5])[CH2:13][CH2:12]3)[CH:15]=[C:16]3[C:21]=2[N:20]=[CH:19][CH:18]=[CH:17]3)[CH:29]=[CH:28][CH:27]=1. (2) Given the reactants [CH:1]([NH:4][C:5]([C:7]1[C:16](=[O:17])[C:15]2[C:10](=[N:11][CH:12]=[CH:13][CH:14]=2)[N:9]([C:18]2[CH:23]=[CH:22][CH:21]=[C:20]([C:24]#[C:25][C:26]3[CH:31]=[CH:30][N:29]=[CH:28][CH:27]=3)[CH:19]=2)[CH:8]=1)=[O:6])([CH3:3])[CH3:2].O.O.O.O.O.O.C(O[O-])(=O)C1C(=CC=CC=1)C([O-])=[O:42].[Mg+2], predict the reaction product. The product is: [CH:1]([NH:4][C:5]([C:7]1[C:16](=[O:17])[C:15]2[C:10](=[N:11][CH:12]=[CH:13][CH:14]=2)[N:9]([C:18]2[CH:23]=[CH:22][CH:21]=[C:20]([C:24]#[C:25][C:26]3[CH:27]=[CH:28][N+:29]([O-:42])=[CH:30][CH:31]=3)[CH:19]=2)[CH:8]=1)=[O:6])([CH3:3])[CH3:2].